From a dataset of Full USPTO retrosynthesis dataset with 1.9M reactions from patents (1976-2016). Predict the reactants needed to synthesize the given product. (1) Given the product [ClH:11].[NH2:1][C:2]1[CH:7]=[CH:6][CH:5]=[C:4]([C:8]([O:10][CH2:13][CH3:14])=[O:9])[N:3]=1, predict the reactants needed to synthesize it. The reactants are: [NH2:1][C:2]1[CH:7]=[CH:6][CH:5]=[C:4]([C:8]([OH:10])=[O:9])[N:3]=1.[ClH:11].O1CCO[CH2:14][CH2:13]1. (2) Given the product [Br:4][C:5]1[CH:6]=[CH:7][C:8]([C@H:11]([CH3:1])[CH2:12][C:13]([N:15]2[C@H:19]([C:20]3[CH:21]=[CH:22][CH:23]=[CH:24][CH:25]=3)[CH2:18][O:17][C:16]2=[O:26])=[O:14])=[CH:9][CH:10]=1, predict the reactants needed to synthesize it. The reactants are: [CH3:1][Mg]Br.[Br:4][C:5]1[CH:10]=[CH:9][C:8](/[CH:11]=[CH:12]/[C:13]([N:15]2[C@H:19]([C:20]3[CH:25]=[CH:24][CH:23]=[CH:22][CH:21]=3)[CH2:18][O:17][C:16]2=[O:26])=[O:14])=[CH:7][CH:6]=1. (3) Given the product [N:21]1[CH:26]=[CH:25][C:24]([CH2:27][NH:28][S:17]([C:15]2[CH:14]=[CH:13][C:11]3[N:12]=[C:8]([C:3]4[C:4]([CH3:7])=[N:5][NH:6][C:2]=4[NH2:1])[S:9][C:10]=3[CH:16]=2)(=[O:19])=[O:18])=[CH:23][CH:22]=1, predict the reactants needed to synthesize it. The reactants are: [NH2:1][C:2]1[NH:6][N:5]=[C:4]([CH3:7])[C:3]=1[C:8]1[S:9][C:10]2[CH:16]=[C:15]([S:17](Cl)(=[O:19])=[O:18])[CH:14]=[CH:13][C:11]=2[N:12]=1.[N:21]1[CH:26]=[CH:25][C:24]([CH2:27][NH2:28])=[CH:23][CH:22]=1.CN1CCOCC1. (4) Given the product [Cl:3][C:10]1[C:9]([C:14]([F:17])([F:16])[F:15])=[CH:8][C:7]([I:6])=[CH:12][N:11]=1, predict the reactants needed to synthesize it. The reactants are: O=P(Cl)(Cl)[Cl:3].[I:6][C:7]1[CH:8]=[C:9]([C:14]([F:17])([F:16])[F:15])[C:10](O)=[N:11][CH:12]=1. (5) The reactants are: [NH2:1][CH2:2][CH2:3][O:4][C:5]1[CH:12]=[CH:11][C:8]([CH:9]=[O:10])=[C:7]([O:13][CH2:14][C:15]2[CH:20]=[CH:19][CH:18]=[CH:17][C:16]=2[Br:21])[CH:6]=1.CCN(CC)CC.[C:29](Cl)(=[O:36])[C:30]1[CH:35]=[CH:34][CH:33]=[CH:32][CH:31]=1. Given the product [Br:21][C:16]1[CH:17]=[CH:18][CH:19]=[CH:20][C:15]=1[CH2:14][O:13][C:7]1[CH:6]=[C:5]([CH:12]=[CH:11][C:8]=1[CH:9]=[O:10])[O:4][CH2:3][CH2:2][NH:1][C:29](=[O:36])[C:30]1[CH:35]=[CH:34][CH:33]=[CH:32][CH:31]=1, predict the reactants needed to synthesize it. (6) Given the product [C:12]1([C:11]([O:18][CH3:19])=[O:17])([C:13]([O:15][CH3:16])=[O:14])[CH2:3][CH2:2]1, predict the reactants needed to synthesize it. The reactants are: Cl[CH2:2][CH2:3]Cl.C(=O)([O-])[O-].[K+].[K+].[C:11]([O:18][CH3:19])(=[O:17])[CH2:12][C:13]([O:15][CH3:16])=[O:14]. (7) Given the product [Cl:21][C:16]1[CH:17]=[CH:18][CH:19]=[CH:20][C:15]=1[C:11]1([CH3:14])[CH2:10][CH2:9][NH:8][CH2:13][CH2:12]1, predict the reactants needed to synthesize it. The reactants are: C([N:8]1[CH2:13][CH2:12][C:11]([C:15]2[CH:20]=[CH:19][CH:18]=[CH:17][C:16]=2[Cl:21])([CH3:14])[CH2:10][CH2:9]1)C1C=CC=CC=1.ClC(OC(Cl)C)=O.